Dataset: Forward reaction prediction with 1.9M reactions from USPTO patents (1976-2016). Task: Predict the product of the given reaction. Given the reactants [CH:1]([NH:3][C:4]1[CH:9]=[CH:8][CH:7]=[CH:6][C:5]=1[CH3:10])=O.P12(SP3(SP(SP(S3)(S1)=S)(=S)S2)=S)=[S:12].[Cl:25][CH2:26][CH2:27][C:28](=O)[CH3:29].C([O-])([O-])=O.[Na+].[Na+], predict the reaction product. The product is: [Cl-:25].[CH3:10][C:5]1[CH:6]=[CH:7][CH:8]=[CH:9][C:4]=1[N+:3]1[C:27]([CH3:26])=[C:28]([CH3:29])[S:12][CH:1]=1.